From a dataset of Reaction yield outcomes from USPTO patents with 853,638 reactions. Predict the reaction yield, written as a fraction of the theoretical maximum amount of product (1.0 means a 100% yield; for example, 0.34 means a 34% yield). (1) The product is [O:20]=[S:1]1[C:7]2[CH:8]=[CH:9][CH:10]=[CH:11][C:6]=2[CH2:5][N:4]([C:12](=[O:14])[CH3:13])[CH2:3][CH2:2]1. The reactants are [S:1]1[C:7]2[CH:8]=[CH:9][CH:10]=[CH:11][C:6]=2[CH2:5][N:4]([C:12](=[O:14])[CH3:13])[CH2:3][CH2:2]1.ClC1C=C(C=CC=1)C(OO)=[O:20]. The catalyst is ClCCl. The yield is 0.770. (2) The reactants are [CH2:1]([C:3]1[CH:8]=[CH:7][C:6]([CH2:9][C:10]2[C:11](=[O:19])[NH:12][NH:13][C:14]=2[C:15]([F:18])([F:17])[F:16])=[CH:5][CH:4]=1)[CH3:2].[Si:20](Cl)([C:23]([CH3:26])([CH3:25])[CH3:24])([CH3:22])[CH3:21].N1C=CN=C1.O. The catalyst is CN(C)C=O. The product is [Si:20]([O:19][C:11]1[C:10]([CH2:9][C:6]2[CH:7]=[CH:8][C:3]([CH2:1][CH3:2])=[CH:4][CH:5]=2)=[C:14]([C:15]([F:17])([F:18])[F:16])[NH:13][N:12]=1)([C:23]([CH3:26])([CH3:25])[CH3:24])([CH3:22])[CH3:21]. The yield is 1.00. (3) The product is [OH:41][C:40]1[C:12]([O:14][CH2:15][CH2:16][O:17][CH2:18][CH2:19][O:20][CH3:21])=[CH:13][CH:3]=[CH:4][C:10]=1[C:11]1[NH:23][CH2:24][C:25]([CH3:30])([C:26]([O:28][CH3:29])=[O:27])[N:31]=1. No catalyst specified. The yield is 0.250. The reactants are Cl.O[C:3]1[CH:13]=[C:12]([O:14][CH2:15][CH2:16][O:17][CH2:18][CH2:19][O:20][CH3:21])[CH:11]=[CH:10][C:4]=1C(=N)OCC.Cl.[NH2:23][CH2:24][C:25]([NH:31]Cl)([CH3:30])[C:26]([O:28][CH3:29])=[O:27].CCN(CC)CC.[CH3:40][OH:41]. (4) The reactants are Cl[C:2]1[C:7]2[CH:8]=[C:9]([C:11]([O:13][CH3:14])=[O:12])[NH:10][C:6]=2[CH:5]=[CH:4][N:3]=1.CC(C1C=C(C(C)C)C(C2C=CC=CC=2P([CH:40]2[CH2:45][CH2:44][CH2:43][CH2:42][CH2:41]2)[CH:40]2[CH2:45][CH2:44][CH2:43][CH2:42][CH2:41]2)=C(C(C)C)C=1)C.[F-].[K+].[O:51]1CCO[CH2:53][CH2:52]1. The catalyst is CC([O-])=O.CC([O-])=O.[Pd+2]. The product is [CH2:52]([O:51][C:40]1[CH:45]=[C:44]([C:2]2[C:7]3[CH:8]=[C:9]([C:11]([O:13][CH3:14])=[O:12])[NH:10][C:6]=3[CH:5]=[CH:4][N:3]=2)[CH:43]=[CH:42][CH:41]=1)[CH3:53]. The yield is 0.725. (5) The reactants are CO.C(C1C=C[C:8]([N:11]2[CH:15]([C:16]3[CH:21]=[CH:20][CH:19]=[CH:18][CH:17]=3)[C:14]([C:22](=[O:31])[C:23]3[CH:28]=[CH:27][C:26]([O:29][CH3:30])=[CH:25][CH:24]=3)=[C:13]([OH:32])[C:12]2=[O:33])=CC=1)=O.[CH2:34]([OH:37])[CH2:35][OH:36].O.C1(C)C=CC(S(O)(=O)=O)=CC=1. The catalyst is O.C1(C)C=CC=CC=1. The product is [O:36]1[CH2:35][CH2:34][O:37][CH:8]1[N:11]1[CH:15]([C:16]2[CH:17]=[CH:18][CH:19]=[CH:20][CH:21]=2)[C:14]([C:22](=[O:31])[C:23]2[CH:24]=[CH:25][C:26]([O:29][CH3:30])=[CH:27][CH:28]=2)=[C:13]([OH:32])[C:12]1=[O:33]. The yield is 0.0800.